Dataset: Catalyst prediction with 721,799 reactions and 888 catalyst types from USPTO. Task: Predict which catalyst facilitates the given reaction. (1) Product: [F:1][C:2]1[CH:3]=[C:4]([CH:24]=[C:25]([F:27])[CH:26]=1)[CH2:5][C@H:6]1[CH2:11][C@H:10]([C:12]2[O:19][NH:30][C:14](=[O:15])[CH:13]=2)[CH2:9][CH2:8][N:7]1[C:20]([O:22][CH3:23])=[O:21]. Reactant: [F:1][C:2]1[CH:3]=[C:4]([CH:24]=[C:25]([F:27])[CH:26]=1)[CH2:5][C@H:6]1[CH2:11][C@H:10]([C:12](=[O:19])[CH2:13][C:14](OCC)=[O:15])[CH2:9][CH2:8][N:7]1[C:20]([O:22][CH3:23])=[O:21].[OH-].[Na+].[NH2:30]O.Cl. The catalyst class is: 24. (2) Reactant: [CH3:1][O:2][C:3](=[O:29])[C:4]1[CH:9]=[CH:8][C:7]([O:10][CH2:11][CH2:12][N:13]([C:20]2[O:24][C:23]3[CH:25]=[CH:26][CH:27]=[CH:28][C:22]=3[CH:21]=2)[C:14](=[O:19])[CH:15]=[CH:16][CH2:17]Br)=[CH:6][CH:5]=1.C(=O)([O-])[O-].[K+].[K+].Cl.[NH:37]1[CH2:40][CH2:39][CH2:38]1. Product: [CH3:1][O:2][C:3](=[O:29])[C:4]1[CH:9]=[CH:8][C:7]([O:10][CH2:11][CH2:12][N:13]([C:20]2[O:24][C:23]3[CH:25]=[CH:26][CH:27]=[C:28]([N:37]4[CH2:40][CH2:39][CH2:38]4)[C:22]=3[CH:21]=2)[C:14](=[O:19])[CH:15]=[CH:16][CH3:17])=[CH:6][CH:5]=1. The catalyst class is: 39. (3) Reactant: [CH3:1][N:2]1[CH:7]=[CH:6][C:5]([CH:8]([C:14](=O)[CH3:15])[C:9]([O:11][CH2:12][CH3:13])=[O:10])=[C:4]([N+:17]([O-])=O)[C:3]1=[O:20].[Cl-].[NH4+]. Product: [CH3:15][C:14]1[NH:17][C:4]2[C:3](=[O:20])[N:2]([CH3:1])[CH:7]=[CH:6][C:5]=2[C:8]=1[C:9]([O:11][CH2:12][CH3:13])=[O:10]. The catalyst class is: 190. (4) Reactant: [C:1]([O:5][C:6]([N:8]1[CH2:12][CH2:11][CH2:10][C@@H:9]1[C:13]([OH:15])=O)=[O:7])([CH3:4])([CH3:3])[CH3:2].CN(C(O[N:24]1N=N[C:26]2C=CC=N[C:25]1=2)=[N+](C)C)C.F[P-](F)(F)(F)(F)F.C(N)C.CCN(C(C)C)C(C)C. Product: [CH2:25]([NH:24][C:13]([C@H:9]1[CH2:10][CH2:11][CH2:12][N:8]1[C:6]([O:5][C:1]([CH3:2])([CH3:3])[CH3:4])=[O:7])=[O:15])[CH3:26]. The catalyst class is: 31. (5) Reactant: [F:1][C:2]1[CH:8]=[CH:7][CH:6]=[C:5]([F:9])[C:3]=1[NH2:4].[I-].[K+].[CH3:12][CH:13]([CH3:16])[CH2:14]O.ClCCl. Product: [F:1][C:2]1[CH:8]=[CH:7][CH:6]=[C:5]([F:9])[C:3]=1[NH:4][CH2:12][CH:13]([CH3:16])[CH3:14]. The catalyst class is: 6. (6) Reactant: [F:1][C:2]1[CH:31]=[CH:30][CH:29]=[CH:28][C:3]=1[CH2:4][N:5]1[C:9]2=[N:10][C:11]([CH3:14])=[N:12][CH:13]=[C:8]2[C:7]([C:15]2[N:16]=[C:17](I)[C:18]3[C:23]([CH3:25])([CH3:24])[C:22](=[O:26])[NH:21][C:19]=3[N:20]=2)=[N:6]1. Product: [F:1][C:2]1[CH:31]=[CH:30][CH:29]=[CH:28][C:3]=1[CH2:4][N:5]1[C:9]2=[N:10][C:11]([CH3:14])=[N:12][CH:13]=[C:8]2[C:7]([C:15]2[N:16]=[CH:17][C:18]3[C:23]([CH3:25])([CH3:24])[C:22](=[O:26])[NH:21][C:19]=3[N:20]=2)=[N:6]1. The catalyst class is: 394. (7) Reactant: [C:1]([C:3]1[CH:8]=[CH:7][C:6]([C:9](=[CH:15]N(C)C)[C:10](OCC)=[O:11])=[C:5]([O:19][CH3:20])[CH:4]=1)#[N:2].[NH:21]([C:23]1[CH:31]=[CH:30][C:26]([C:27]([OH:29])=[O:28])=[CH:25][N:24]=1)[NH2:22].Cl.CCN(C(C)C)C(C)C. Product: [C:1]([C:3]1[CH:8]=[CH:7][C:6]([C:9]2[CH:15]=[N:22][N:21]([C:23]3[CH:31]=[CH:30][C:26]([C:27]([OH:29])=[O:28])=[CH:25][N:24]=3)[C:10]=2[OH:11])=[C:5]([O:19][CH3:20])[CH:4]=1)#[N:2]. The catalyst class is: 378.